This data is from Catalyst prediction with 721,799 reactions and 888 catalyst types from USPTO. The task is: Predict which catalyst facilitates the given reaction. (1) Reactant: Br[C:2]1[N:7]=[C:6]([C:8]([O:10]C)=[O:9])[CH:5]=[CH:4][C:3]=1[F:12].[CH3:13][S:14]([C:17]1[CH:22]=[CH:21][C:20](B(O)O)=[CH:19][CH:18]=1)(=[O:16])=[O:15].C([O-])([O-])=O.[Na+].[Na+]. Product: [F:12][C:3]1[CH:4]=[CH:5][C:6]([C:8]([OH:10])=[O:9])=[N:7][C:2]=1[C:20]1[CH:21]=[CH:22][C:17]([S:14]([CH3:13])(=[O:16])=[O:15])=[CH:18][CH:19]=1. The catalyst class is: 104. (2) Reactant: [Cl:1][C:2]1[CH:3]=[C:4]([NH:9][C:10]2[C:19]3[C:14](=[CH:15][C:16]([O:21][CH2:22][CH2:23][O:24][CH3:25])=[C:17]([NH2:20])[CH:18]=3)[N:13]=[CH:12][N:11]=2)[CH:5]=[CH:6][C:7]=1[F:8].[Br:26][CH2:27]/[CH:28]=[CH:29]/[C:30](Cl)=[O:31].O. Product: [Br:26][CH2:27]/[CH:28]=[CH:29]/[C:30]([NH:20][C:17]1[CH:18]=[C:19]2[C:14](=[CH:15][C:16]=1[O:21][CH2:22][CH2:23][O:24][CH3:25])[N:13]=[CH:12][N:11]=[C:10]2[NH:9][C:4]1[CH:5]=[CH:6][C:7]([F:8])=[C:2]([Cl:1])[CH:3]=1)=[O:31]. The catalyst class is: 7. (3) Reactant: [Cl:1][C:2]1[CH:8]=[CH:7][C:6]([Cl:9])=[CH:5][C:3]=1[NH2:4].C[Si]([N-][Si](C)(C)C)(C)C.[Na+].[Br:20][C:21]1[S:25][C:24]([C:26]#[N:27])=[CH:23][CH:22]=1. Product: [Br:20][C:21]1[S:25][C:24]([C:26]([NH:4][C:3]2[CH:5]=[C:6]([Cl:9])[CH:7]=[CH:8][C:2]=2[Cl:1])=[NH:27])=[CH:23][CH:22]=1. The catalyst class is: 1. (4) Reactant: C(OC(=O)[NH:7][C@@H:8]1[C@@H:12]([N:13]2[CH2:18][CH2:17][C@H:16]([CH3:19])[CH2:15][C:14]2=[O:20])[CH2:11][N:10]([C:21]2[N:26]=[CH:25][C:24]([O:27][CH2:28][CH2:29][C@H:30]([CH:32]3[CH2:37][CH2:36][N:35]([C:38]4[O:42][N:41]=[C:40]([CH:43]([CH3:45])[CH3:44])[N:39]=4)[CH2:34][CH2:33]3)[CH3:31])=[CH:23][N:22]=2)[CH2:9]1)(C)(C)C.C(O)(C(F)(F)F)=O. Product: [NH2:7][C@H:8]1[CH2:9][N:10]([C:21]2[N:22]=[CH:23][C:24]([O:27][CH2:28][CH2:29][C@H:30]([CH:32]3[CH2:33][CH2:34][N:35]([C:38]4[O:42][N:41]=[C:40]([CH:43]([CH3:44])[CH3:45])[N:39]=4)[CH2:36][CH2:37]3)[CH3:31])=[CH:25][N:26]=2)[CH2:11][C@@H:12]1[N:13]1[CH2:18][CH2:17][C@H:16]([CH3:19])[CH2:15][C:14]1=[O:20]. The catalyst class is: 2. (5) Reactant: [C:1]([Si:5]([O:8][CH2:9][C:10]1[CH:15]=[CH:14][C:13]([C:16]#[CH:17])=[CH:12][CH:11]=1)([CH3:7])[CH3:6])([CH3:4])([CH3:3])[CH3:2].[CH2:18]([Li])CCC.IC.S([O-])([O-])(=O)=O.[Mg+2]. Product: [C:1]([Si:5]([CH3:7])([CH3:6])[O:8][CH2:9][C:10]1[CH:15]=[CH:14][C:13]([C:16]#[C:17][CH3:18])=[CH:12][CH:11]=1)([CH3:4])([CH3:3])[CH3:2]. The catalyst class is: 1. (6) Reactant: [C:1]([N:8]1[CH2:13][CH2:12][NH:11][CH2:10][CH2:9]1)([O:3][C:4]([CH3:7])([CH3:6])[CH3:5])=[O:2].C(N(CC)CC)C.[CH3:21][N:22]([CH3:26])[C:23](Cl)=[O:24]. Product: [C:4]([O:3][C:1]([N:8]1[CH2:9][CH2:10][N:11]([C:23](=[O:24])[N:22]([CH3:26])[CH3:21])[CH2:12][CH2:13]1)=[O:2])([CH3:7])([CH3:6])[CH3:5]. The catalyst class is: 76. (7) Reactant: [Cl-].[Al+3].[Cl-].[Cl-].[C:5](Cl)(=[O:7])[CH3:6].C[O:10][C:11]1[CH:12]=[C:13]([NH:17][C:18](=[O:20])[CH3:19])[CH:14]=[CH:15][CH:16]=1. Product: [C:5]([C:16]1[CH:15]=[CH:14][C:13]([NH:17][C:18](=[O:20])[CH3:19])=[CH:12][C:11]=1[OH:10])(=[O:7])[CH3:6]. The catalyst class is: 4.